Dataset: Catalyst prediction with 721,799 reactions and 888 catalyst types from USPTO. Task: Predict which catalyst facilitates the given reaction. (1) Reactant: [NH2:1][C:2]1[CH:10]=[CH:9][CH:8]=[C:7]2[C:3]=1[C:4](=[O:20])[N:5]([CH:12]1[CH2:17][CH2:16][C:15](=[O:18])[NH:14][C:13]1=[O:19])[C:6]2=[O:11].[C:21]1([CH3:30])[CH:26]=[CH:25][CH:24]=[C:23]([C:27](Cl)=[O:28])[CH:22]=1.CO. The catalyst class is: 165. Product: [O:19]=[C:13]1[CH:12]([N:5]2[C:4](=[O:20])[C:3]3[C:7](=[CH:8][CH:9]=[CH:10][C:2]=3[NH:1][C:27](=[O:28])[C:23]3[CH:24]=[CH:25][CH:26]=[C:21]([CH3:30])[CH:22]=3)[C:6]2=[O:11])[CH2:17][CH2:16][C:15](=[O:18])[NH:14]1. (2) Reactant: C(N(CC)C(C)C)(C)C.FC(F)(F)C(O)=O.[CH3:17][O:18][C:19]1[CH:20]=[C:21]([C:31]2[N:32]=[C:33]([O:41][C@@H:42]([C@H:44]3[CH2:48][NH:47][C:46](=[O:49])[CH2:45]3)[CH3:43])[C:34]3[N:35]([N:37]=[CH:38][C:39]=3[CH3:40])[CH:36]=2)[CH:22]=[CH:23][C:24]=1[N:25]1[CH2:30][CH2:29][NH:28][CH2:27][CH2:26]1.[O:50]1[CH2:53][C:52](=O)[CH2:51]1.C(O[BH-](OC(=O)C)OC(=O)C)(=O)C.[Na+]. Product: [CH3:17][O:18][C:19]1[CH:20]=[C:21]([C:31]2[N:32]=[C:33]([O:41][C@@H:42]([C@H:44]3[CH2:48][NH:47][C:46](=[O:49])[CH2:45]3)[CH3:43])[C:34]3[N:35]([N:37]=[CH:38][C:39]=3[CH3:40])[CH:36]=2)[CH:22]=[CH:23][C:24]=1[N:25]1[CH2:26][CH2:27][N:28]([CH:52]2[CH2:53][O:50][CH2:51]2)[CH2:29][CH2:30]1. The catalyst class is: 56. (3) Reactant: [CH:1]1([CH2:4][C:5]2[C:6]([CH2:27]O)=[N:7][C:8]([O:25][CH3:26])=[C:9]([CH:22]([CH3:24])[CH3:23])[C:10]=2[C:11]([C:13]2[CH:14]=[C:15]([CH:18]=[C:19]([CH3:21])[CH:20]=2)[C:16]#[N:17])=[O:12])[CH2:3][CH2:2]1.[Br-:29].[Br-].C1(P(C2C=CC=CC=2)C2C=CC=CC=2)C=CC=CC=1. Product: [Br:29][CH2:27][C:6]1[C:5]([CH2:4][CH:1]2[CH2:3][CH2:2]2)=[C:10]([C:11]([C:13]2[CH:14]=[C:15]([CH:18]=[C:19]([CH3:21])[CH:20]=2)[C:16]#[N:17])=[O:12])[C:9]([CH:22]([CH3:24])[CH3:23])=[C:8]([O:25][CH3:26])[N:7]=1. The catalyst class is: 4.